From a dataset of Forward reaction prediction with 1.9M reactions from USPTO patents (1976-2016). Predict the product of the given reaction. (1) Given the reactants [N:1]([C:4]1[C:9]([F:10])=[CH:8][N:7]=[CH:6][C:5]=1/[CH:11]=[N:12]/[C:13]1[C:18]([Cl:19])=[CH:17][C:16]([Br:20])=[CH:15][C:14]=1[Cl:21])=[N+]=[N-], predict the reaction product. The product is: [Br:20][C:16]1[CH:17]=[C:18]([Cl:19])[C:13]([N:12]2[CH:11]=[C:5]3[CH:6]=[N:7][CH:8]=[C:9]([F:10])[C:4]3=[N:1]2)=[C:14]([Cl:21])[CH:15]=1. (2) The product is: [CH2:18]([O:1][C:2]1[CH:7]=[C:6]([F:8])[CH:5]=[CH:4][C:3]=1[N+:9]([O-:11])=[O:10])[CH3:19]. Given the reactants [OH:1][C:2]1[CH:7]=[C:6]([F:8])[CH:5]=[CH:4][C:3]=1[N+:9]([O-:11])=[O:10].C([O-])([O-])=O.[K+].[K+].[CH2:18](I)[CH3:19].[NH4+].[Cl-], predict the reaction product. (3) Given the reactants [Br-].[C:2]1([PH+](C2C=CC=CC=2)C2C=CC=CC=2)C=CC=CC=1.C[Si]([N-][Si](C)(C)C)(C)C.[K+].[CH2:31]([O:33][C:34]([N:36]1[CH2:42][CH2:41][C:40]2[C:43](Br)=[C:44]([C:46](=O)[C:47]([F:50])([F:49])[F:48])[S:45][C:39]=2[CH2:38][CH2:37]1)=[O:35])[CH3:32], predict the reaction product. The product is: [CH2:31]([O:33][C:34]([N:36]1[CH2:42][CH2:41][C:40]2[CH:43]=[C:44]([C:46]([C:47]([F:50])([F:49])[F:48])=[CH2:2])[S:45][C:39]=2[CH2:38][CH2:37]1)=[O:35])[CH3:32]. (4) Given the reactants [Br:1][C:2]1[CH:3]=[C:4]([C:8]2([C:18]3[CH:22]=[CH:21][O:20][CH:19]=3)[C:12]3=[N:13][CH2:14][CH2:15][CH2:16][N:11]3[C:10](=S)[NH:9]2)[CH:5]=[CH:6][CH:7]=1.[NH3:23].C(OO)(C)(C)C, predict the reaction product. The product is: [Br:1][C:2]1[CH:3]=[C:4]([C:8]2([C:18]3[CH:22]=[CH:21][O:20][CH:19]=3)[C:12]3=[N:13][CH2:14][CH2:15][CH2:16][N:11]3[C:10]([NH2:23])=[N:9]2)[CH:5]=[CH:6][CH:7]=1. (5) Given the reactants [BH4-].[Na+].[C:3]([C:7]1[C:8]([OH:26])=[C:9]([C:13]([CH3:25])=[C:14]([C:16](=[O:24])[C:17]2[CH:22]=[CH:21][C:20]([Cl:23])=[CH:19][CH:18]=2)[CH:15]=1)[C:10]([OH:12])=[O:11])([CH3:6])([CH3:5])[CH3:4].O.Cl.[CH2:29](O)[CH3:30], predict the reaction product. The product is: [C:3]([C:7]1[C:8]([OH:26])=[C:9]([C:13]([CH3:25])=[C:14]([CH:16]([C:17]2[CH:18]=[CH:19][C:20]([Cl:23])=[CH:21][CH:22]=2)[O:24][CH2:29][CH3:30])[CH:15]=1)[C:10]([OH:12])=[O:11])([CH3:6])([CH3:5])[CH3:4]. (6) Given the reactants [N:1]1[CH:6]=[CH:5][CH:4]=[C:3]([C:7]2[O:11][C:10]([CH:12]=[O:13])=[CH:9][CH:8]=2)[CH:2]=1.[BH4-].[Na+].C(=O)(O)[O-].[Na+], predict the reaction product. The product is: [N:1]1[CH:6]=[CH:5][CH:4]=[C:3]([C:7]2[O:11][C:10]([CH2:12][OH:13])=[CH:9][CH:8]=2)[CH:2]=1. (7) Given the reactants C1(S)C=CC=CC=1.C1CN([P+]([O:24]N2N=NC3C=CC=CC2=3)(N2CCCC2)N2CCCC2)CC1.F[P-](F)(F)(F)(F)F.CCN(C(C)C)C(C)C.[F:50][C:51]([F:56])([F:55])[C:52]([OH:54])=[O:53], predict the reaction product. The product is: [OH2:24].[OH:54][C:52]([C:51]([F:56])([F:55])[F:50])=[O:53].[C:52]([OH:54])([C:51]([F:56])([F:55])[F:50])=[O:53]. (8) The product is: [Cl:14][C:2]1[O:3][C:4]2[CH:10]=[C:9]([OH:11])[CH:8]=[CH:7][C:5]=2[N:6]=1. Given the reactants S[C:2]1[O:3][C:4]2[CH:10]=[C:9]([OH:11])[CH:8]=[CH:7][C:5]=2[N:6]=1.S(Cl)([Cl:14])=O, predict the reaction product.